Predict which catalyst facilitates the given reaction. From a dataset of Catalyst prediction with 721,799 reactions and 888 catalyst types from USPTO. (1) Reactant: [CH2:1]([C:5]1=[CH:6][N:7]([C:18]([CH3:21])([CH3:20])[CH3:19])[S:8]/[C:9]/1=[N:10]\[C:11]([CH:13]1[CH2:17][CH2:16][NH:15][CH2:14]1)=[O:12])[CH2:2][CH2:3][CH3:4].F[C:23]1[N:30]=[CH:29][CH:28]=[CH:27][C:24]=1[C:25]#[N:26].C(N(CC)CC)C. The catalyst class is: 10. Product: [CH2:1]([C:5]1=[CH:6][N:7]([C:18]([CH3:20])([CH3:19])[CH3:21])[S:8]/[C:9]/1=[N:10]\[C:11]([CH:13]1[CH2:17][CH2:16][N:15]([C:23]2[C:24]([C:25]#[N:26])=[CH:27][CH:28]=[CH:29][N:30]=2)[CH2:14]1)=[O:12])[CH2:2][CH2:3][CH3:4]. (2) Reactant: [Cl:1][C:2]1[CH:8]=[C:7]([Cl:9])[CH:6]=[CH:5][C:3]=1[NH2:4].[C:10]1([CH2:16][O:17][C:18]2[CH:19]=[C:20]([CH2:24][C:25](Cl)=[O:26])[CH:21]=[CH:22][CH:23]=2)[CH:15]=[CH:14][CH:13]=[CH:12][CH:11]=1.C(N(CC)CC)C.C(=O)(O)[O-].[Na+]. Product: [Cl:1][C:2]1[CH:8]=[C:7]([Cl:9])[CH:6]=[CH:5][C:3]=1[NH:4][C:25](=[O:26])[CH2:24][C:20]1[CH:21]=[CH:22][CH:23]=[C:18]([O:17][CH2:16][C:10]2[CH:15]=[CH:14][CH:13]=[CH:12][CH:11]=2)[CH:19]=1. The catalyst class is: 4. (3) Reactant: [F:1][C:2]1[CH:7]=[CH:6][CH:5]=[CH:4][C:3]=1[N:8]1[CH2:12][CH2:11][N:10]([CH:13]2[CH2:18][CH2:17][N:16](C(OC(C)(C)C)=O)[CH2:15][CH2:14]2)[C:9]1=[O:26].[ClH:27].C(OCC)C. Product: [ClH:27].[F:1][C:2]1[CH:7]=[CH:6][CH:5]=[CH:4][C:3]=1[N:8]1[CH2:12][CH2:11][N:10]([CH:13]2[CH2:14][CH2:15][NH:16][CH2:17][CH2:18]2)[C:9]1=[O:26]. The catalyst class is: 13. (4) Reactant: C[O:2][C:3]1[CH:4]=[C:5]2[C:11]([C:12]3[CH:13]=[N:14][NH:15][CH:16]=3)=[CH:10][NH:9][C:6]2=[N:7][CH:8]=1.B(Br)(Br)Br. Product: [NH:14]1[CH:13]=[C:12]([C:11]2[C:5]3[C:6](=[N:7][CH:8]=[C:3]([OH:2])[CH:4]=3)[NH:9][CH:10]=2)[CH:16]=[N:15]1. The catalyst class is: 2.